The task is: Regression. Given two drug SMILES strings and cell line genomic features, predict the synergy score measuring deviation from expected non-interaction effect.. This data is from NCI-60 drug combinations with 297,098 pairs across 59 cell lines. (1) Drug 1: C1=C(C(=O)NC(=O)N1)N(CCCl)CCCl. Drug 2: CC1C(C(CC(O1)OC2CC(OC(C2O)C)OC3=CC4=CC5=C(C(=O)C(C(C5)C(C(=O)C(C(C)O)O)OC)OC6CC(C(C(O6)C)O)OC7CC(C(C(O7)C)O)OC8CC(C(C(O8)C)O)(C)O)C(=C4C(=C3C)O)O)O)O. Cell line: SK-MEL-5. Synergy scores: CSS=21.6, Synergy_ZIP=-2.58, Synergy_Bliss=4.22, Synergy_Loewe=3.04, Synergy_HSA=3.16. (2) Drug 1: CC(C1=C(C=CC(=C1Cl)F)Cl)OC2=C(N=CC(=C2)C3=CN(N=C3)C4CCNCC4)N. Drug 2: CC(C)NC(=O)C1=CC=C(C=C1)CNNC.Cl. Cell line: BT-549. Synergy scores: CSS=0.872, Synergy_ZIP=1.89, Synergy_Bliss=0.340, Synergy_Loewe=-4.37, Synergy_HSA=-3.96. (3) Drug 1: C#CCC(CC1=CN=C2C(=N1)C(=NC(=N2)N)N)C3=CC=C(C=C3)C(=O)NC(CCC(=O)O)C(=O)O. Drug 2: C(CN)CNCCSP(=O)(O)O. Cell line: MOLT-4. Synergy scores: CSS=-7.19, Synergy_ZIP=3.66, Synergy_Bliss=-1.90, Synergy_Loewe=-6.70, Synergy_HSA=-7.28. (4) Drug 1: C1CN1P(=S)(N2CC2)N3CC3. Drug 2: C1CN1C2=NC(=NC(=N2)N3CC3)N4CC4. Cell line: UACC62. Synergy scores: CSS=48.4, Synergy_ZIP=-7.47, Synergy_Bliss=-3.29, Synergy_Loewe=-0.649, Synergy_HSA=1.64. (5) Drug 1: CNC(=O)C1=NC=CC(=C1)OC2=CC=C(C=C2)NC(=O)NC3=CC(=C(C=C3)Cl)C(F)(F)F. Drug 2: CC1C(C(CC(O1)OC2CC(CC3=C2C(=C4C(=C3O)C(=O)C5=C(C4=O)C(=CC=C5)OC)O)(C(=O)CO)O)N)O.Cl. Cell line: TK-10. Synergy scores: CSS=39.4, Synergy_ZIP=-0.416, Synergy_Bliss=2.04, Synergy_Loewe=-27.4, Synergy_HSA=1.02.